The task is: Predict the reaction yield, written as a fraction of the theoretical maximum amount of product (1.0 means a 100% yield; for example, 0.34 means a 34% yield).. This data is from Reaction yield outcomes from USPTO patents with 853,638 reactions. The reactants are [H-].[Na+].[Br:3][C:4]1[CH:5]=[CH:6][C:7](F)=[C:8]([CH:11]=1)[C:9]#[N:10].[CH3:13][C:14]([CH3:19])([CH2:17][CH3:18])[CH2:15][OH:16]. The catalyst is CN(C=O)C. The product is [Br:3][C:4]1[CH:5]=[CH:6][C:7]([O:16][CH2:15][C:14]([CH3:19])([CH3:13])[CH2:17][CH3:18])=[C:8]([CH:11]=1)[C:9]#[N:10]. The yield is 0.880.